Dataset: NCI-60 drug combinations with 297,098 pairs across 59 cell lines. Task: Regression. Given two drug SMILES strings and cell line genomic features, predict the synergy score measuring deviation from expected non-interaction effect. (1) Drug 1: C1=CC(=CC=C1C#N)C(C2=CC=C(C=C2)C#N)N3C=NC=N3. Drug 2: CC1CCCC2(C(O2)CC(NC(=O)CC(C(C(=O)C(C1O)C)(C)C)O)C(=CC3=CSC(=N3)C)C)C. Cell line: SNB-75. Synergy scores: CSS=38.7, Synergy_ZIP=1.26, Synergy_Bliss=1.18, Synergy_Loewe=-16.0, Synergy_HSA=2.35. (2) Cell line: ACHN. Drug 2: C(CN)CNCCSP(=O)(O)O. Synergy scores: CSS=7.79, Synergy_ZIP=-7.27, Synergy_Bliss=-8.58, Synergy_Loewe=-4.02, Synergy_HSA=-3.79. Drug 1: CC(C)CN1C=NC2=C1C3=CC=CC=C3N=C2N. (3) Drug 1: CC(C)(C#N)C1=CC(=CC(=C1)CN2C=NC=N2)C(C)(C)C#N. Drug 2: C1=CC=C(C=C1)NC(=O)CCCCCCC(=O)NO. Cell line: SF-295. Synergy scores: CSS=8.50, Synergy_ZIP=-1.99, Synergy_Bliss=0.398, Synergy_Loewe=0.217, Synergy_HSA=-1.84.